From a dataset of Forward reaction prediction with 1.9M reactions from USPTO patents (1976-2016). Predict the product of the given reaction. (1) The product is: [NH2:3][C:4]1[C:13]2[C:8](=[N:9][CH:10]=[CH:11][CH:12]=2)[N:7]([O:14][CH2:15][C:16]2[CH:21]=[CH:20][CH:19]=[CH:18][CH:17]=2)[C:6](=[O:22])[C:5]=1[C:23]([O-:25])=[O:24].[Na+:2]. Given the reactants [OH-].[Na+:2].[NH2:3][C:4]1[C:13]2[C:8](=[N:9][CH:10]=[CH:11][CH:12]=2)[N:7]([O:14][CH2:15][C:16]2[CH:21]=[CH:20][CH:19]=[CH:18][CH:17]=2)[C:6](=[O:22])[C:5]=1[C:23]([O:25]CC)=[O:24], predict the reaction product. (2) Given the reactants [Br:1][C:2]1[CH:3]=[CH:4][C:5]([F:16])=[C:6]([C:8]2([CH3:15])[NH:12]C(=O)N[C:9]2=[O:14])[CH:7]=1.[OH-].[Na+].NC(C1C=C(Br)C=CC=1F)(C)[C:21](O)=[O:22].S(Cl)(Cl)=O, predict the reaction product. The product is: [CH3:21][O:22][C:9](=[O:14])[C:8]([NH2:12])([C:6]1[CH:7]=[C:2]([Br:1])[CH:3]=[CH:4][C:5]=1[F:16])[CH3:15]. (3) Given the reactants [C:1]([NH:8][C@H:9]([C:13]([OH:15])=O)[CH:10]([CH3:12])[CH3:11])([O:3][C:4]([CH3:7])([CH3:6])[CH3:5])=[O:2].C1C=CC2N(O)N=NC=2C=1.Cl.CN(C)CCCN=C=NCC.Cl.[CH2:39]([O:46][P:47]([CH2:56][C@H:57]([OH:60])[CH2:58][NH2:59])([CH2:49][CH:50]1[CH2:55][CH2:54][CH2:53][CH2:52][CH2:51]1)=[O:48])[C:40]1[CH:45]=[CH:44][CH:43]=[CH:42][CH:41]=1.C(N(CC)CC)C, predict the reaction product. The product is: [CH2:39]([O:46][P:47]([CH2:56][C@H:57]([OH:60])[CH2:58][NH:59][C:13](=[O:15])[C@@H:9]([NH:8][C:1]([O:3][C:4]([CH3:5])([CH3:6])[CH3:7])=[O:2])[CH:10]([CH3:11])[CH3:12])([CH2:49][CH:50]1[CH2:55][CH2:54][CH2:53][CH2:52][CH2:51]1)=[O:48])[C:40]1[CH:41]=[CH:42][CH:43]=[CH:44][CH:45]=1. (4) Given the reactants [N+:1]([C:4]1[CH:19]=[C:18]([O:20][CH2:21][C:22]2[CH:27]=[CH:26][CH:25]=[CH:24][CH:23]=2)[C:17]([O:28][C@H:29]2[CH2:33][CH2:32][O:31][CH2:30]2)=[CH:16][C:5]=1[C:6]([O:8][CH2:9][C:10]1[CH:15]=[CH:14][CH:13]=[CH:12][CH:11]=1)=[O:7])([O-])=O, predict the reaction product. The product is: [NH2:1][C:4]1[CH:19]=[C:18]([O:20][CH2:21][C:22]2[CH:23]=[CH:24][CH:25]=[CH:26][CH:27]=2)[C:17]([O:28][C@H:29]2[CH2:33][CH2:32][O:31][CH2:30]2)=[CH:16][C:5]=1[C:6]([O:8][CH2:9][C:10]1[CH:15]=[CH:14][CH:13]=[CH:12][CH:11]=1)=[O:7]. (5) Given the reactants Br[C:2]1[CH:7]=[CH:6][C:5]([C:8]2([NH:11][C:12](=[O:22])[O:13][C@H:14]3[CH:19]4[CH2:20][CH2:21][N:16]([CH2:17][CH2:18]4)[CH2:15]3)[CH2:10][CH2:9]2)=[CH:4][CH:3]=1.[F:23][C:24]1[CH:29]=[C:28]([F:30])[CH:27]=[CH:26][C:25]=1B(O)O, predict the reaction product. The product is: [F:23][C:24]1[CH:29]=[C:28]([F:30])[CH:27]=[CH:26][C:25]=1[C:2]1[CH:7]=[CH:6][C:5]([C:8]2([NH:11][C:12](=[O:22])[O:13][C@H:14]3[CH:19]4[CH2:20][CH2:21][N:16]([CH2:17][CH2:18]4)[CH2:15]3)[CH2:10][CH2:9]2)=[CH:4][CH:3]=1. (6) Given the reactants [F:1][C:2]1[CH:7]=[CH:6][CH:5]=[C:4]([F:8])[C:3]=1[C:9]1[CH:10]=[C:11]2[C:15](=[CH:16][CH:17]=1)[N:14]([CH:18]1[CH2:23][CH2:22][CH2:21][CH2:20][O:19]1)[N:13]=[C:12]2I.[Cl:25][C:26]1[CH:31]=[N:30][CH:29]=[C:28]([Sn](CCCC)(CCCC)CCCC)[N:27]=1, predict the reaction product. The product is: [Cl:25][C:26]1[N:27]=[C:28]([C:12]2[C:11]3[C:15](=[CH:16][CH:17]=[C:9]([C:3]4[C:2]([F:1])=[CH:7][CH:6]=[CH:5][C:4]=4[F:8])[CH:10]=3)[N:14]([CH:18]3[CH2:23][CH2:22][CH2:21][CH2:20][O:19]3)[N:13]=2)[CH:29]=[N:30][CH:31]=1. (7) Given the reactants [OH-].[K+].[C:3]([N:11]1[CH2:24][CH2:23][C:22]2[C:21]3[CH:20]=[CH:19][CH:18]=[CH:17][C:16]=3[N:15]([CH2:25][CH2:26][C:27](OCC)=[O:28])[C:14]=2[CH2:13][CH2:12]1)(=[O:10])[C:4]1[CH:9]=[CH:8][CH:7]=[CH:6][CH:5]=1.Cl, predict the reaction product. The product is: [C:3]([N:11]1[CH2:12][CH2:13][C:14]2[N:15]3[C:16]4[C:17](=[CH:18][CH:19]=[CH:20][C:21]=4[C:22]=2[CH2:23][CH2:24]1)[C:27](=[O:28])[CH2:26][CH2:25]3)(=[O:10])[C:4]1[CH:5]=[CH:6][CH:7]=[CH:8][CH:9]=1. (8) Given the reactants [OH:1][CH2:2][CH2:3][C@@H:4]1[NH:18][C:17](=[O:19])[N:16]([CH3:20])[CH2:15][CH2:14][CH2:13][CH2:12][CH:11]=[CH:10][C@H:9]2[C@@:7]([C:21]([O:23][CH2:24][CH3:25])=[O:22])([CH2:8]2)[NH:6][C:5]1=[O:26].[Br:27][C:28]1[C:29]([O:47][CH3:48])=[CH:30][CH:31]=[C:32]2[C:37]=1[N:36]=[C:35]([C:38]1[S:39][CH:40]=[C:41]([CH:43]([CH3:45])[CH3:44])[N:42]=1)[CH:34]=[C:33]2O.C(C1N=C(C2C=C(OCC[C@@H]3NC(=O)N(C)CCCCC=C[C@H]4[C@@](C(OCC)=O)(C4)NC3=O)C3C(=C(C)C(OC)=CC=3)N=2)SC=1)(C)C, predict the reaction product. The product is: [CH:43]([C:41]1[N:42]=[C:38]([C:35]2[CH:34]=[C:33]([O:1][CH2:2][CH2:3][C@@H:4]3[NH:18][C:17](=[O:19])[N:16]([CH3:20])[CH2:15][CH2:14][CH2:13][CH2:12][CH:11]=[CH:10][C@H:9]4[C@@:7]([C:21]([O:23][CH2:24][CH3:25])=[O:22])([CH2:8]4)[NH:6][C:5]3=[O:26])[C:32]3[C:37](=[C:28]([Br:27])[C:29]([O:47][CH3:48])=[CH:30][CH:31]=3)[N:36]=2)[S:39][CH:40]=1)([CH3:45])[CH3:44].